From a dataset of Full USPTO retrosynthesis dataset with 1.9M reactions from patents (1976-2016). Predict the reactants needed to synthesize the given product. (1) Given the product [Cl:21][C:22]1[CH:31]=[C:30]2[C:25]([CH:26]=[CH:27][N:28]=[C:29]2[O:32][CH3:33])=[CH:24][C:23]=1[O:12][CH:8]1[CH2:7][C@@H:6]2[CH2:11][C@H:9]1[CH2:10][C@@:5]2([CH:2]([NH2:1])[CH2:3][CH3:4])[C:13]1[CH:14]=[CH:15][CH:16]=[CH:17][CH:18]=1, predict the reactants needed to synthesize it. The reactants are: [NH2:1][CH:2]([C@@:5]1([C:13]2[CH:18]=[CH:17][CH:16]=[CH:15][CH:14]=2)[CH2:10][C@@H:9]2[CH2:11][C@H:6]1[CH2:7][CH:8]2[OH:12])[CH2:3][CH3:4].[H-].[Na+].[Cl:21][C:22]1[CH:31]=[C:30]2[C:25]([CH:26]=[CH:27][N:28]=[C:29]2[O:32][CH3:33])=[CH:24][C:23]=1F.C([O-])(O)=O.[Na+]. (2) Given the product [C:17]([C@@H:19]1[CH2:24][N:23]([C:25]([O:27][C:28]([CH3:31])([CH3:30])[CH3:29])=[O:26])[C@H:22]([CH3:32])[CH2:21][CH2:20]1)#[N:16], predict the reactants needed to synthesize it. The reactants are: CC[N+](S(N=C(OC)[O-])(=O)=O)(CC)CC.[NH2:16][C:17]([C@H:19]1[CH2:24][N:23]([C:25]([O:27][C:28]([CH3:31])([CH3:30])[CH3:29])=[O:26])[C@H:22]([CH3:32])[CH2:21][CH2:20]1)=O. (3) Given the product [C:30]([NH:1][C:2]1[C:11]2[C:6](=[CH:7][CH:8]=[CH:9][C:10]=2[O:12][C:13]2[CH:18]=[CH:17][C:16]([O:19][CH3:20])=[CH:15][CH:14]=2)[N:5]=[CH:4][N:3]=1)(=[O:32])[CH3:31], predict the reactants needed to synthesize it. The reactants are: [NH2:1][C:2]1[C:11]2[C:6](=[CH:7][CH:8]=[CH:9][C:10]=2[O:12][C:13]2[CH:18]=[CH:17][C:16]([O:19][CH3:20])=[CH:15][CH:14]=2)[N:5]=[CH:4][N:3]=1.N1C=CC=CC=1.ClCCl.[C:30](OC(=O)C)(=[O:32])[CH3:31]. (4) Given the product [NH2:30][C:31]1[N:26]([CH2:27][CH2:28][CH3:29])[CH2:25][C:3]2[C:2](=[CH:24][CH:23]=[C:5]([O:6][C:7]3[CH:8]=[C:9]([NH:13][S:14]([C:17]4[CH:22]=[CH:21][CH:20]=[CH:19][CH:18]=4)(=[O:16])=[O:15])[CH:10]=[CH:11][CH:12]=3)[CH:4]=2)[N:1]=1, predict the reactants needed to synthesize it. The reactants are: [NH2:1][C:2]1[CH:24]=[CH:23][C:5]([O:6][C:7]2[CH:8]=[C:9]([NH:13][S:14]([C:17]3[CH:22]=[CH:21][CH:20]=[CH:19][CH:18]=3)(=[O:16])=[O:15])[CH:10]=[CH:11][CH:12]=2)=[CH:4][C:3]=1[CH2:25][NH:26][CH2:27][CH2:28][CH3:29].[N:30]#[C:31]Br. (5) Given the product [Cl:1][C:2]1[CH:7]=[CH:6][CH:5]=[C:4]([Cl:8])[C:3]=1[C:9]1[CH:14]=[CH:13][CH:12]=[C:11]([OH:15])[C:10]=1[OH:17], predict the reactants needed to synthesize it. The reactants are: [Cl:1][C:2]1[CH:7]=[CH:6][CH:5]=[C:4]([Cl:8])[C:3]=1[C:9]1[CH:14]=[CH:13][CH:12]=[C:11]([O:15]C)[C:10]=1[O:17]C.B(Br)(Br)Br.